This data is from NCI-60 drug combinations with 297,098 pairs across 59 cell lines. The task is: Regression. Given two drug SMILES strings and cell line genomic features, predict the synergy score measuring deviation from expected non-interaction effect. (1) Synergy scores: CSS=-0.674, Synergy_ZIP=-1.54, Synergy_Bliss=-2.55, Synergy_Loewe=-3.39, Synergy_HSA=-3.44. Drug 1: CCC1(CC2CC(C3=C(CCN(C2)C1)C4=CC=CC=C4N3)(C5=C(C=C6C(=C5)C78CCN9C7C(C=CC9)(C(C(C8N6C)(C(=O)OC)O)OC(=O)C)CC)OC)C(=O)OC)O.OS(=O)(=O)O. Cell line: IGROV1. Drug 2: C(CC(=O)O)C(=O)CN.Cl. (2) Drug 1: CC=C1C(=O)NC(C(=O)OC2CC(=O)NC(C(=O)NC(CSSCCC=C2)C(=O)N1)C(C)C)C(C)C. Drug 2: C1=NC2=C(N1)C(=S)N=CN2. Cell line: NCI/ADR-RES. Synergy scores: CSS=48.4, Synergy_ZIP=-5.94, Synergy_Bliss=-2.80, Synergy_Loewe=7.34, Synergy_HSA=7.96. (3) Drug 1: CC1=CC=C(C=C1)C2=CC(=NN2C3=CC=C(C=C3)S(=O)(=O)N)C(F)(F)F. Drug 2: CCC(=C(C1=CC=CC=C1)C2=CC=C(C=C2)OCCN(C)C)C3=CC=CC=C3.C(C(=O)O)C(CC(=O)O)(C(=O)O)O. Cell line: BT-549. Synergy scores: CSS=-0.228, Synergy_ZIP=-0.305, Synergy_Bliss=-2.01, Synergy_Loewe=-2.06, Synergy_HSA=-2.71. (4) Drug 1: COC1=C2C(=CC3=C1OC=C3)C=CC(=O)O2. Drug 2: N.N.Cl[Pt+2]Cl. Cell line: A549. Synergy scores: CSS=40.2, Synergy_ZIP=-0.311, Synergy_Bliss=-5.51, Synergy_Loewe=-17.7, Synergy_HSA=-3.65.